This data is from TCR-epitope binding with 47,182 pairs between 192 epitopes and 23,139 TCRs. The task is: Binary Classification. Given a T-cell receptor sequence (or CDR3 region) and an epitope sequence, predict whether binding occurs between them. The epitope is KAYNVTQAF. The TCR CDR3 sequence is CASSQEMTGGDYYTF. Result: 1 (the TCR binds to the epitope).